This data is from Full USPTO retrosynthesis dataset with 1.9M reactions from patents (1976-2016). The task is: Predict the reactants needed to synthesize the given product. (1) Given the product [Cl:1][C:2]1[C:3]([S:8][C:25]2[CH:24]=[CH:23][C:19]3[N:20]=[CH:21][N:22]=[C:17]([NH:9][C:10]4[CH:14]=[CH:13][N:12]([CH3:15])[N:11]=4)[C:18]=3[N:26]=2)=[N:4][CH:5]=[CH:6][CH:7]=1, predict the reactants needed to synthesize it. The reactants are: [Cl:1][C:2]1[C:3]([SH:8])=[N:4][CH:5]=[CH:6][CH:7]=1.[NH2:9][C:10]1[CH:14]=[CH:13][N:12]([CH3:15])[N:11]=1.Cl[C:17]1[C:18]2[N:26]=[C:25](Cl)[CH:24]=[CH:23][C:19]=2[N:20]=[CH:21][N:22]=1. (2) Given the product [CH3:1][C:2]1[CH:10]=[C:9]([CH3:11])[CH:8]=[C:7]2[C:3]=1[CH2:4][CH2:5][N:6]2[C:19](=[O:20])[CH2:18][C:13]1[CH:14]=[CH:15][CH:16]=[CH:17][N:12]=1, predict the reactants needed to synthesize it. The reactants are: [CH3:1][C:2]1[CH:10]=[C:9]([CH3:11])[CH:8]=[C:7]2[C:3]=1[CH2:4][CH2:5][NH:6]2.[N:12]1[CH:17]=[CH:16][CH:15]=[CH:14][C:13]=1[CH2:18][C:19](OC)=[O:20]. (3) Given the product [C:1]1([C:7](=[N:14][CH:15]([CH2:37][CH2:38][C:39]([F:42])([F:41])[F:40])[C:16]([O:18][C:19]([CH3:22])([CH3:21])[CH3:20])=[O:17])[C:8]2[CH:9]=[CH:10][CH:11]=[CH:12][CH:13]=2)[CH:2]=[CH:3][CH:4]=[CH:5][CH:6]=1, predict the reactants needed to synthesize it. The reactants are: [C:1]1([C:7](=[N:14][CH2:15][C:16]([O:18][C:19]([CH3:22])([CH3:21])[CH3:20])=[O:17])[C:8]2[CH:13]=[CH:12][CH:11]=[CH:10][CH:9]=2)[CH:6]=[CH:5][CH:4]=[CH:3][CH:2]=1.[Li+].CC([N-]C(C)C)C.FC(F)(F)S(O[CH2:37][CH2:38][C:39]([F:42])([F:41])[F:40])(=O)=O. (4) Given the product [ClH:1].[CH3:16][O:17][C:18]1[CH:23]=[CH:22][C:21]([NH:24][S:25]([C:28]2[S:32][C:31]3[CH:33]=[CH:34][C:35]([Cl:37])=[CH:36][C:30]=3[C:29]=2[CH3:38])(=[O:26])=[O:27])=[CH:20][C:19]=1[N:39]1[CH2:40][CH2:41][NH:42][CH2:43][CH2:44]1, predict the reactants needed to synthesize it. The reactants are: [Cl:1]C1C=CC2SC(S(O)(=O)=O)=C(C)C=2C=1.[CH3:16][O:17][C:18]1[CH:23]=[CH:22][C:21]([NH:24][S:25]([C:28]2[S:32][C:31]3[CH:33]=[CH:34][C:35]([Cl:37])=[CH:36][C:30]=3[C:29]=2[CH3:38])(=[O:27])=[O:26])=[CH:20][C:19]=1[N:39]1[CH2:44][CH2:43][N:42](C(OC(C)(C)C)=O)[CH2:41][CH2:40]1. (5) Given the product [C:1]([O:5][C:6]([N:8]1[CH2:13][CH2:12][CH:11]([NH:14][C:15](=[O:26])[CH:16]([C:20]2[CH:25]=[CH:24][CH:23]=[CH:22][CH:21]=2)[CH2:17][CH2:18][Cl:31])[CH2:10][CH2:9]1)=[O:7])([CH3:4])([CH3:3])[CH3:2], predict the reactants needed to synthesize it. The reactants are: [C:1]([O:5][C:6]([N:8]1[CH2:13][CH2:12][CH:11]([NH:14][C:15](=[O:26])[CH:16]([C:20]2[CH:25]=[CH:24][CH:23]=[CH:22][CH:21]=2)[CH2:17][CH2:18]O)[CH2:10][CH2:9]1)=[O:7])([CH3:4])([CH3:3])[CH3:2].CS([Cl:31])(=O)=O.